This data is from Reaction yield outcomes from USPTO patents with 853,638 reactions. The task is: Predict the reaction yield, written as a fraction of the theoretical maximum amount of product (1.0 means a 100% yield; for example, 0.34 means a 34% yield). The reactants are [Cl:1][C:2]1[N:3]=[C:4](Cl)[C:5]2[CH2:10][CH2:9][CH:8]([C:11]3[CH:16]=[CH:15][CH:14]=[CH:13][CH:12]=3)[C:6]=2[N:7]=1.[CH3:18][NH:19][CH2:20][CH3:21]. The catalyst is CO. The product is [Cl:1][C:2]1[N:3]=[C:4]([N:19]([CH2:20][CH3:21])[CH3:18])[C:5]2[CH2:10][CH2:9][CH:8]([C:11]3[CH:16]=[CH:15][CH:14]=[CH:13][CH:12]=3)[C:6]=2[N:7]=1. The yield is 1.00.